This data is from Full USPTO retrosynthesis dataset with 1.9M reactions from patents (1976-2016). The task is: Predict the reactants needed to synthesize the given product. (1) Given the product [Cl:1][C:2]1[CH:3]=[CH:4][CH:5]=[C:6]2[C:10]=1[N:9]([C:13]([O:15][C:16]([CH3:19])([CH3:18])[CH3:17])=[O:14])[CH:8]=[C:7]2[CH:11]=[O:12].[Cl:1][C:2]1[CH:3]=[CH:4][CH:5]=[C:6]2[C:10]=1[NH:9][CH:8]=[C:7]2[C:11](=[O:12])[CH:28]([NH:30][C:8]1[CH:7]=[CH:11][CH:26]=[C:24]([O:23][CH3:21])[CH:27]=1)[C:29]1[CH:4]=[CH:3][CH:2]=[CH:10][CH:6]=1, predict the reactants needed to synthesize it. The reactants are: [Cl:1][C:2]1[CH:3]=[CH:4][CH:5]=[C:6]2[C:10]=1[NH:9][CH:8]=[C:7]2[CH:11]=[O:12].[C:13](O[C:21]([O:23][C:24]([CH3:27])([CH3:26])C)=O)([O:15][C:16]([CH3:19])([CH3:18])[CH3:17])=[O:14].[C:28](#[N:30])[CH3:29]. (2) Given the product [F:13][C:10]1[CH:9]=[CH:8][C:7]([C:5]2[N:28]=[C:26]([OH:27])[C:25]([C:24](=[O:23])[CH3:29])=[CH:3][C:4]=2[C:14]2[CH:19]=[CH:18][N:17]=[C:16]([S:20][CH3:21])[N:15]=2)=[CH:12][CH:11]=1, predict the reactants needed to synthesize it. The reactants are: CN(C)[CH:3]=[C:4]([C:14]1[CH:19]=[CH:18][N:17]=[C:16]([S:20][CH3:21])[N:15]=1)[C:5]([C:7]1[CH:12]=[CH:11][C:10]([F:13])=[CH:9][CH:8]=1)=O.[O:23]=[C:24]([CH3:29])[CH2:25][C:26]([NH2:28])=[O:27]. (3) Given the product [CH3:22][CH:21]([S:18]([C:15]1([C:4]2[CH:5]=[C:6]([N:8]3[CH2:13][CH2:12][O:11][CH2:10][C@H:9]3[CH3:14])[N:7]=[C:2]([C:34]3[CH:35]=[CH:36][CH:37]=[C:38]4[C:33]=3[CH:32]=[CH:31][NH:30]4)[N:3]=2)[CH2:17][CH2:16]1)(=[O:20])=[O:19])[CH3:23], predict the reactants needed to synthesize it. The reactants are: Cl[C:2]1[N:7]=[C:6]([N:8]2[CH2:13][CH2:12][O:11][CH2:10][C@H:9]2[CH3:14])[CH:5]=[C:4]([C:15]2([S:18]([CH:21]([CH3:23])[CH3:22])(=[O:20])=[O:19])[CH2:17][CH2:16]2)[N:3]=1.C(=O)([O-])[O-].[Na+].[Na+].[NH:30]1[C:38]2[C:33](=[C:34](B(O)O)[CH:35]=[CH:36][CH:37]=2)[CH:32]=[CH:31]1. (4) The reactants are: [OH-].[Na+].[C:3]1([CH3:9])[CH:8]=[CH:7][CH:6]=[CH:5][CH:4]=1.C[NH:11][NH2:12]. Given the product [NH:11]1[CH:9]=[CH:3][CH:4]=[N:12]1.[C:3]1([CH3:9])[CH:8]=[CH:7][CH:6]=[CH:5][CH:4]=1, predict the reactants needed to synthesize it. (5) Given the product [CH2:22]([C:19]1[CH:20]=[CH:21][C:16]([NH:15][C:14]2[C:5]([F:25])([C:3]([NH2:26])=[O:2])[CH:6]=[C:7]3[N:11]([CH3:12])[CH2:10][N:9]=[C:8]3[CH:13]=2)=[C:17]([F:24])[CH:18]=1)[CH3:23], predict the reactants needed to synthesize it. The reactants are: C[O:2][C:3]([C:5]1([F:25])[C:14]([NH:15][C:16]2[CH:21]=[CH:20][C:19]([CH2:22][CH3:23])=[CH:18][C:17]=2[F:24])=[CH:13][C:8]2=[N:9][CH2:10][N:11]([CH3:12])[C:7]2=[CH:6]1)=O.[NH3:26]. (6) The reactants are: [NH2:1][C:2]1[CH:25]=[CH:24][C:23]([N:26]2[CH2:31][CH2:30][CH2:29][CH2:28][CH2:27]2)=[CH:22][C:3]=1[C:4]([NH:6][C:7]1[CH:11]=[CH:10][N:9]([C:12]2[CH:17]=[CH:16][CH:15]=[C:14]([C:18]([F:21])([F:20])[F:19])[CH:13]=2)[N:8]=1)=[O:5].[Cl:32][CH2:33][C:34]1[N:39]=[C:38]([C:40](O)=[O:41])[CH:37]=[CH:36][CH:35]=1.CCN=C=NCCCN(C)C.Cl. Given the product [Cl:32][CH2:33][C:34]1[N:39]=[C:38]([C:40]([NH:1][C:2]2[CH:25]=[CH:24][C:23]([N:26]3[CH2:31][CH2:30][CH2:29][CH2:28][CH2:27]3)=[CH:22][C:3]=2[C:4](=[O:5])[NH:6][C:7]2[CH:11]=[CH:10][N:9]([C:12]3[CH:17]=[CH:16][CH:15]=[C:14]([C:18]([F:20])([F:21])[F:19])[CH:13]=3)[N:8]=2)=[O:41])[CH:37]=[CH:36][CH:35]=1, predict the reactants needed to synthesize it. (7) Given the product [OH:18][C:8]1[C:7]([CH3:6])=[C:16]2[C:15](=[C:14]3[CH:13]=[CH:12][CH:11]=[CH:10][C:9]=13)[O:17][C:22](=[O:23])[CH2:21][C:20]2([CH3:26])[CH3:19], predict the reactants needed to synthesize it. The reactants are: CS(O)(=O)=O.[CH3:6][C:7]1[CH:16]=[C:15]([OH:17])[C:14]2[C:9](=[CH:10][CH:11]=[CH:12][CH:13]=2)[C:8]=1[OH:18].[CH3:19][C:20]([CH3:26])=[CH:21][C:22](OC)=[O:23]. (8) Given the product [CH3:18][C:3]1[C:2]([C:24]2[CH:25]=[CH:26][C:21]([C:19]#[N:20])=[CH:22][CH:23]=2)=[N:7][C:6]([C:8]2[N:17]=[CH:16][C:15]3[CH2:14][CH2:13][CH2:12][CH2:11][C:10]=3[N:9]=2)=[CH:5][CH:4]=1, predict the reactants needed to synthesize it. The reactants are: Br[C:2]1[N:7]=[C:6]([C:8]2[N:17]=[CH:16][C:15]3[CH2:14][CH2:13][CH2:12][CH2:11][C:10]=3[N:9]=2)[CH:5]=[CH:4][C:3]=1[CH3:18].[C:19]([C:21]1[CH:26]=[CH:25][C:24](B(O)O)=[CH:23][CH:22]=1)#[N:20].